This data is from Full USPTO retrosynthesis dataset with 1.9M reactions from patents (1976-2016). The task is: Predict the reactants needed to synthesize the given product. (1) Given the product [NH2:24][C:19]1[CH:20]=[CH:21][CH:22]=[CH:23][C:18]=1[O:17][C:12]1[CH:13]=[CH:14][C:15]2[C:16]3[N:4]([CH2:3][CH:2]([CH3:31])[CH3:1])[C:5]([CH2:28][CH2:29][CH3:30])=[N:6][C:7]=3[C:8]([NH2:27])=[N:9][C:10]=2[CH:11]=1, predict the reactants needed to synthesize it. The reactants are: [CH3:1][CH:2]([CH3:31])[CH2:3][N:4]1[C:16]2[C:15]3[CH:14]=[CH:13][C:12]([O:17][C:18]4[CH:23]=[CH:22][CH:21]=[CH:20][C:19]=4[N+:24]([O-])=O)=[CH:11][C:10]=3[N:9]=[C:8]([NH2:27])[C:7]=2[N:6]=[C:5]1[CH2:28][CH2:29][CH3:30].CC(C)CN1C2C3C=CC(OC4C=CC([N+]([O-])=O)=CC=4)=CC=3N=C(N)C=2N=C1CCC. (2) Given the product [CH2:22]([O:26][C:27]1[CH:32]=[CH:31][C:30]([S:33]([NH:12][C:6]2([C:4]([O:3][CH3:2])=[O:5])[CH2:7][CH2:8][CH2:9][CH2:10][CH2:11]2)(=[O:35])=[O:34])=[CH:29][CH:28]=1)[C:23]#[C:24][CH3:25], predict the reactants needed to synthesize it. The reactants are: Cl.[CH3:2][O:3][C:4]([C:6]1([NH2:12])[CH2:11][CH2:10][CH2:9][CH2:8][CH2:7]1)=[O:5].C(N(CC)C(C)C)(C)C.[CH2:22]([O:26][C:27]1[CH:32]=[CH:31][C:30]([S:33](Cl)(=[O:35])=[O:34])=[CH:29][CH:28]=1)[C:23]#[C:24][CH3:25]. (3) The reactants are: CCO.[C:4]([C:9]1[S:10][C:11]([C:16]([O:18]CC)=[O:17])=[C:12]([OH:15])[C:13]=1[OH:14])([O:6]CC)=[O:5].[OH-].[Na+]. Given the product [C:16]([C:11]1[S:10][C:9]([C:4]([OH:6])=[O:5])=[C:13]([OH:14])[C:12]=1[OH:15])([OH:18])=[O:17], predict the reactants needed to synthesize it. (4) Given the product [Cl:48][C:47]1[N:46]=[C:44]([Cl:45])[N:43]=[C:50]([NH:35][C:32]2[CH:31]=[CH:30][C:29]([O:28][CH2:27][C:8]([CH2:9][O:10][C:11]3[CH:12]=[CH:13][C:14]([NH:17][C:50]4[N:49]=[C:47]([Cl:48])[N:46]=[C:44]([Cl:45])[N:43]=4)=[CH:15][CH:16]=3)([CH2:18][O:19][C:20]3[CH:25]=[CH:24][C:23]([NH:26][C:50]4[N:49]=[C:47]([Cl:48])[N:46]=[C:44]([Cl:45])[N:43]=4)=[CH:22][CH:21]=3)[CH2:7][O:6][C:5]3[CH:4]=[CH:3][C:2]([NH:1][C:50]4[N:49]=[C:47]([Cl:48])[N:46]=[C:44]([Cl:45])[N:43]=4)=[CH:37][CH:36]=3)=[CH:34][CH:33]=2)[N:49]=1, predict the reactants needed to synthesize it. The reactants are: [NH2:1][C:2]1[CH:37]=[CH:36][C:5]([O:6][CH2:7][C:8]([CH2:27][O:28][C:29]2[CH:34]=[CH:33][C:32]([NH2:35])=[CH:31][CH:30]=2)([CH2:18][O:19][C:20]2[CH:25]=[CH:24][C:23]([NH2:26])=[CH:22][CH:21]=2)[CH2:9][O:10][C:11]2[CH:16]=[CH:15][C:14]([NH2:17])=[CH:13][CH:12]=2)=[CH:4][CH:3]=1.O1CCCC1.[N:43]1[C:50](Cl)=[N:49][C:47]([Cl:48])=[N:46][C:44]=1[Cl:45].C([O-])([O-])=O.[Na+].[Na+]. (5) Given the product [NH2:32][C:31]1[N:26]2[N:25]=[CH:24][C:23]([C@@H:11]3[O:12][C@H:13]([CH2:14][OH:15])[C@@H:9]([O:8][Si:1]([C:4]([CH3:7])([CH3:6])[CH3:5])([CH3:2])[CH3:3])[CH2:10]3)=[C:27]2[N:28]=[CH:29][N:30]=1, predict the reactants needed to synthesize it. The reactants are: [Si:1]([O:8][C@@H:9]1[C@@H:13]([CH2:14][O:15][Si](C(C)(C)C)(C)C)[O:12][C@@H:11]([C:23]2[CH:24]=[N:25][N:26]3[C:31]([NH2:32])=[N:30][CH:29]=[N:28][C:27]=23)[CH2:10]1)([C:4]([CH3:7])([CH3:6])[CH3:5])([CH3:3])[CH3:2].C(O)(C(F)(F)F)=O.O.C1(C)C=CC=CC=1.C([O-])(O)=O.[Na+]. (6) The reactants are: [Cl:1][C:2]1[C:3]([C:9]2[CH:14]=[C:13]([C:15]#[N:16])[CH:12]=[C:11]([NH:17][CH2:18][C:19]3[CH:24]=[CH:23][CH:22]=[C:21]([F:25])[CH:20]=3)[N:10]=2)=[CH:4][C:5](F)=[N:6][CH:7]=1.CS(C)=O.[C@H:30]1([NH2:37])[CH2:35][CH2:34][C@H:33]([NH2:36])[CH2:32][CH2:31]1. Given the product [NH2:36][C@H:33]1[CH2:34][CH2:35][C@H:30]([NH:37][C:5]2[CH:4]=[C:3]([C:9]3[CH:14]=[C:13]([C:15]#[N:16])[CH:12]=[C:11]([NH:17][CH2:18][C:19]4[CH:24]=[CH:23][CH:22]=[C:21]([F:25])[CH:20]=4)[N:10]=3)[C:2]([Cl:1])=[CH:7][N:6]=2)[CH2:31][CH2:32]1, predict the reactants needed to synthesize it. (7) Given the product [CH3:2][O:3][C:16]1[C:15]([CH3:17])=[N:14][N:13]([C:18]2[CH:19]=[CH:20][C:21]([C:24]([F:25])([F:26])[F:27])=[CH:22][CH:23]=2)[N:12]=1, predict the reactants needed to synthesize it. The reactants are: [Na].[CH3:2][O-:3].[Na+].F[B-](F)(F)F.CO[N+:12]1[N:13]([C:18]2[CH:23]=[CH:22][C:21]([C:24]([F:27])([F:26])[F:25])=[CH:20][CH:19]=2)[N:14]=[C:15]([CH3:17])[CH:16]=1. (8) Given the product [S:1]1[CH:5]=[CH:4][CH:3]=[C:2]1[C:6]1([C:7]#[N:8])[CH2:13][CH:12]=[CH:11][CH2:10]1, predict the reactants needed to synthesize it. The reactants are: [S:1]1[CH:5]=[CH:4][CH:3]=[C:2]1[CH2:6][C:7]#[N:8].Cl[CH2:10][CH:11]=[CH:12][CH2:13]Cl.[H-].[Na+]. (9) Given the product [NH2:1][C:2]1[N:3]=[CH:4][C:5]([C:22]2[CH:23]=[CH:24][C:19]([C:16]([OH:18])=[O:17])=[CH:20][CH:21]=2)=[N:6][C:7]=1[C:8]1[CH:13]=[CH:12][C:11]([OH:14])=[CH:10][CH:9]=1, predict the reactants needed to synthesize it. The reactants are: [NH2:1][C:2]1[C:7]([C:8]2[CH:13]=[CH:12][C:11]([OH:14])=[CH:10][CH:9]=2)=[N:6][C:5](Br)=[CH:4][N:3]=1.[C:16]([C:19]1[CH:24]=[CH:23][C:22](B(O)O)=[CH:21][CH:20]=1)([OH:18])=[O:17].C([O-])([O-])=O.[Na+].[Na+]. (10) Given the product [N:12]1([S:9]([C:5]2[CH:4]=[C:3]([N:2]3[C:25](=[O:26])[C:24]4[C:23](=[C:31]([N+:32]([O-:34])=[O:33])[CH:30]=[CH:29][CH:28]=4)[NH:22][C:1]3=[O:38])[CH:8]=[CH:7][CH:6]=2)(=[O:10])=[O:11])[C:21]2[C:16](=[CH:17][CH:18]=[CH:19][CH:20]=2)[CH2:15][CH2:14][CH2:13]1, predict the reactants needed to synthesize it. The reactants are: [CH3:1][NH:2][C:3]1[CH:8]=[CH:7][CH:6]=[C:5]([S:9]([N:12]2[C:21]3[C:16](=[CH:17][CH:18]=[CH:19][CH:20]=3)[CH2:15][CH2:14][CH2:13]2)(=[O:11])=[O:10])[CH:4]=1.[NH2:22][C:23]1[C:31]([N+:32]([O-:34])=[O:33])=[CH:30][CH:29]=[CH:28][C:24]=1[C:25](O)=[O:26].CC(C)([O-:38])C.[K+].ClC(Cl)(OC(=O)OC(Cl)(Cl)Cl)Cl.C(O)C(N)(CO)CO.